From a dataset of Forward reaction prediction with 1.9M reactions from USPTO patents (1976-2016). Predict the product of the given reaction. Given the reactants [F:1][C:2]1[CH:3]=[CH:4][C:5]([O:24][CH3:25])=[C:6]([C:8]2[C:9]3[CH2:10][CH2:11][N:12]([CH3:23])[CH2:13][C:14]=3[C:15]3[NH:20][C:19](=[O:21])[C:18](=O)[C:16]=3[CH:17]=2)[CH:7]=1.Cl.[NH2:27][OH:28].C([O-])(=O)C.[Na+], predict the reaction product. The product is: [F:1][C:2]1[CH:3]=[CH:4][C:5]([O:24][CH3:25])=[C:6]([C:8]2[C:9]3[CH2:10][CH2:11][N:12]([CH3:23])[CH2:13][C:14]=3[C:15]3[NH:20][C:19](=[O:21])[C:18](=[N:27][OH:28])[C:16]=3[CH:17]=2)[CH:7]=1.